This data is from Reaction yield outcomes from USPTO patents with 853,638 reactions. The task is: Predict the reaction yield, written as a fraction of the theoretical maximum amount of product (1.0 means a 100% yield; for example, 0.34 means a 34% yield). The reactants are [C:1]([O:5][C:6]([NH:8][C:9]1[CH:14]=[C:13]([C:15](=[CH:26][N:27](C)C)[C:16]([C:18]2[CH:23]=[CH:22][C:21]([F:24])=[C:20]([F:25])[CH:19]=2)=O)[CH:12]=[CH:11][N:10]=1)=[O:7])([CH3:4])([CH3:3])[CH3:2].C(OC([NH:37]C1C=C(C(=CN(C)C)C(C2C=CC(F)=CC=2)=O)C=CN=1)=O)(C)(C)C. No catalyst specified. The product is [C:1]([O:5][C:6]([NH:8][C:9]1[CH:14]=[C:13]([C:15]2[C:16]([C:18]3[CH:23]=[CH:22][C:21]([F:24])=[C:20]([F:25])[CH:19]=3)=[N:37][NH:27][CH:26]=2)[CH:12]=[CH:11][N:10]=1)=[O:7])([CH3:4])([CH3:3])[CH3:2]. The yield is 0.870.